Predict the product of the given reaction. From a dataset of Forward reaction prediction with 1.9M reactions from USPTO patents (1976-2016). (1) Given the reactants C([O:4][C@@H:5]1[C@@H:10]([O:11]C(=O)C)[C@H:9]([O:15]C(=O)C)[C@@H:8]([CH2:19][O:20]C(=O)C)[O:7][C@H:6]1[C:24]1[CH:29]=[CH:28][C:27]([Cl:30])=[C:26]([CH2:31][C:32]2[S:33][C:34](Br)=[CH:35][CH:36]=2)[CH:25]=1)(=O)C.C([Sn](CCCC)(CCCC)[C:43]1[CH:48]=[CH:47][CH:46]=[C:45]([O:49][CH3:50])[N:44]=1)CCC.BrC1C=CC(=O)N(CC2C=CC(CC)=CC=2)C=1, predict the reaction product. The product is: [C@@H:6]1([C:24]2[CH:29]=[CH:28][C:27]([Cl:30])=[C:26]([CH2:31][C:32]3[S:33][C:34]([C:43]4[CH:48]=[CH:47][CH:46]=[C:45]([O:49][CH3:50])[N:44]=4)=[CH:35][CH:36]=3)[CH:25]=2)[O:7][C@H:8]([CH2:19][OH:20])[C@@H:9]([OH:15])[C@H:10]([OH:11])[C@H:5]1[OH:4]. (2) Given the reactants [Li+].[OH-].[C:3]([O:7][C:8]([NH:10][C@H:11]1[C:19]2[C:14](=[CH:15][CH:16]=[C:17]([C:20]([O:22]C)=[O:21])[CH:18]=2)[CH2:13][CH2:12]1)=[O:9])([CH3:6])([CH3:5])[CH3:4], predict the reaction product. The product is: [C:3]([O:7][C:8]([NH:10][C@H:11]1[C:19]2[C:14](=[CH:15][CH:16]=[C:17]([C:20]([OH:22])=[O:21])[CH:18]=2)[CH2:13][CH2:12]1)=[O:9])([CH3:6])([CH3:4])[CH3:5]. (3) The product is: [NH2:25][C:21]1[CH:20]=[C:19]2[C:24](=[CH:23][CH:22]=1)[N:15]([CH2:14][CH2:13][CH2:12][N:2]([CH3:1])[C:3](=[O:11])[O:4][C:5]1[CH:6]=[CH:7][CH:8]=[CH:9][CH:10]=1)[CH2:16][CH2:17][CH2:18]2. Given the reactants [CH3:1][N:2]([CH2:12][CH2:13][CH2:14][N:15]1[C:24]2[C:19](=[CH:20][C:21]([N+:25]([O-])=O)=[CH:22][CH:23]=2)[CH2:18][CH2:17][CH2:16]1)[C:3](=[O:11])[O:4][C:5]1[CH:10]=[CH:9][CH:8]=[CH:7][CH:6]=1, predict the reaction product. (4) Given the reactants Cl.Cl.Cl.[OH:4][C@@:5]1([CH2:42][O:43][CH3:44])[CH2:10][CH2:9][CH2:8][CH2:7][C@H:6]1[N:11]1[C:15]([C:16]2[CH:21]=[CH:20][CH:19]=[CH:18][CH:17]=2)=[C:14]([C:22]([N:24]2[CH2:29][CH2:28][NH:27][CH2:26][C@H:25]2[CH2:30][O:31][C:32]2[CH:41]=[CH:40][C:35]([C:36]([O:38]C)=[O:37])=[CH:34][N:33]=2)=[O:23])[N:13]=[CH:12]1.FC(F)(F)OC1C=CC=CC=1CP(=O)(OCC)OCC.O.[OH-].[Li+].CO, predict the reaction product. The product is: [OH:4][C@@:5]1([CH2:42][O:43][CH3:44])[CH2:10][CH2:9][CH2:8][CH2:7][C@H:6]1[N:11]1[C:15]([C:16]2[CH:21]=[CH:20][CH:19]=[CH:18][CH:17]=2)=[C:14]([C:22]([N:24]2[CH2:29][CH2:28][NH:27][CH2:26][C@H:25]2[CH2:30][O:31][C:32]2[CH:41]=[CH:40][C:35]([C:36]([OH:38])=[O:37])=[CH:34][N:33]=2)=[O:23])[N:13]=[CH:12]1. (5) Given the reactants Cl.[F:2][C:3]1[CH:4]=[C:5]([N:10]2[C:14]([CH2:15][NH2:16])=[CH:13][C:12]([C:17]([F:20])([F:19])[F:18])=[N:11]2)[CH:6]=[CH:7][C:8]=1[F:9].[F:21][C:22]1[CH:23]=[C:24]([NH:33][C:34](=O)[O:35]C2C=CC=CC=2)[CH:25]=[CH:26][C:27]=1[N:28]1[CH2:31][CH:30]([OH:32])[CH2:29]1, predict the reaction product. The product is: [F:2][C:3]1[CH:4]=[C:5]([N:10]2[C:14]([CH2:15][NH:16][C:34]([NH:33][C:24]3[CH:25]=[CH:26][C:27]([N:28]4[CH2:29][CH:30]([OH:32])[CH2:31]4)=[C:22]([F:21])[CH:23]=3)=[O:35])=[CH:13][C:12]([C:17]([F:20])([F:18])[F:19])=[N:11]2)[CH:6]=[CH:7][C:8]=1[F:9]. (6) Given the reactants C(OC([N:11]1[CH2:16][CH2:15][CH2:14][CH2:13][CH:12]1[C:17]1[O:18][C:19]([C:22]2[CH:27]=[CH:26][CH:25]=[CH:24][CH:23]=2)=[CH:20][N:21]=1)=O)C1C=CC=CC=1.C[Si](I)(C)C.CO, predict the reaction product. The product is: [C:22]1([C:19]2[O:18][C:17]([CH:12]3[CH2:13][CH2:14][CH2:15][CH2:16][NH:11]3)=[N:21][CH:20]=2)[CH:23]=[CH:24][CH:25]=[CH:26][CH:27]=1.